This data is from Catalyst prediction with 721,799 reactions and 888 catalyst types from USPTO. The task is: Predict which catalyst facilitates the given reaction. (1) Reactant: [CH3:1][NH:2][CH2:3][CH2:4][C:5]#[N:6].C(N(CC)CC)C.[Cl:14][CH2:15][C:16](Cl)=[O:17]. Product: [Cl:14][CH2:15][C:16]([N:2]([CH2:3][CH2:4][C:5]#[N:6])[CH3:1])=[O:17]. The catalyst class is: 7. (2) Reactant: [F:8][C:7]([F:10])([F:9])[C:6](O[C:6](=[O:11])[C:7]([F:10])([F:9])[F:8])=[O:11].[NH2:14][C:15]1[S:16][C:17]([CH3:20])=[CH:18][N:19]=1.[Cl-].[Na+]. Product: [F:10][C:7]([F:8])([F:9])[C:6]([NH:14][C:15]1[S:16][C:17]([CH3:20])=[CH:18][N:19]=1)=[O:11]. The catalyst class is: 11. (3) Reactant: [O:1]1[CH2:6][CH2:5][CH:4]([C:7]([OH:9])=[O:8])[CH2:3][CH2:2]1.C(Cl)CCl.CCN(CC)CC.[CH3:21][C:22](O)([CH3:24])[CH3:23]. Product: [O:1]1[CH2:6][CH2:5][CH:4]([C:7]([O:9][C:22]([CH3:24])([CH3:23])[CH3:21])=[O:8])[CH2:3][CH2:2]1. The catalyst class is: 79. (4) Reactant: [Cl-].[C:2]([C:4]1[CH:29]=[CH:28][C:7]([CH2:8][P+](C2C=CC=CC=2)(C2C=CC=CC=2)C2C=CC=CC=2)=[CH:6][CH:5]=1)#[N:3].[H-].[Na+].[CH:32]([O:35][C:36]1[CH:41]=[CH:40][C:39]([N:42]2[C:46]3[CH:47]=[CH:48][C:49]([CH:51]=O)=[CH:50][C:45]=3[N:44]=[CH:43]2)=[CH:38][CH:37]=1)([CH3:34])[CH3:33]. Product: [CH:32]([O:35][C:36]1[CH:41]=[CH:40][C:39]([N:42]2[C:46]3[CH:47]=[CH:48][C:49](/[CH:51]=[CH:8]\[C:7]4[CH:6]=[CH:5][C:4]([C:2]#[N:3])=[CH:29][CH:28]=4)=[CH:50][C:45]=3[N:44]=[CH:43]2)=[CH:38][CH:37]=1)([CH3:34])[CH3:33]. The catalyst class is: 7. (5) Reactant: [C:1]([C:4]1[CH:9]=[CH:8][CH:7]=[CH:6][CH:5]=1)(=[O:3])[CH3:2].CO.C(O)C. Product: [CH3:2][CH:1]([OH:3])[C:4]1[CH:5]=[CH:6][CH:7]=[CH:8][CH:9]=1. The catalyst class is: 32. (6) Reactant: [F:1][C:2]1[CH:3]=[C:4](/[CH:10]=[CH:11]/[C:12]([O:14][CH2:15][CH3:16])=[O:13])[CH:5]=[C:6]([F:9])[C:7]=1[OH:8].[H][H]. Product: [F:1][C:2]1[CH:3]=[C:4]([CH2:10][CH2:11][C:12]([O:14][CH2:15][CH3:16])=[O:13])[CH:5]=[C:6]([F:9])[C:7]=1[OH:8]. The catalyst class is: 29. (7) Reactant: [F:1][C:2]([F:38])([F:37])[CH2:3][O:4][C:5]([N:7]1[CH2:13][CH:12]([NH:14]C(OC(C)(C)C)=O)[C:11](=[O:22])[N:10]([CH2:23][CH2:24][O:25][CH2:26][C:27]2[CH:32]=[CH:31][CH:30]=[CH:29][CH:28]=2)[C:9]2[CH:33]=[CH:34][CH:35]=[CH:36][C:8]1=2)=[O:6].[ClH:39]. Product: [ClH:39].[F:38][C:2]([F:1])([F:37])[CH2:3][O:4][C:5]([N:7]1[CH2:13][C@H:12]([NH2:14])[C:11](=[O:22])[N:10]([CH2:23][CH2:24][O:25][CH2:26][C:27]2[CH:28]=[CH:29][CH:30]=[CH:31][CH:32]=2)[C:9]2[CH:33]=[CH:34][CH:35]=[CH:36][C:8]1=2)=[O:6]. The catalyst class is: 12.